Dataset: Forward reaction prediction with 1.9M reactions from USPTO patents (1976-2016). Task: Predict the product of the given reaction. (1) Given the reactants Cl.[C:2]([C:4]1([NH:7][C:8]([C@@H:10]2[CH2:14][C@@H:13]([S:15]([C:18]3[CH:23]=[CH:22][CH:21]=[CH:20][C:19]=3[C:24]([F:27])([F:26])[F:25])(=[O:17])=[O:16])[CH2:12][NH:11]2)=[O:9])[CH2:6][CH2:5]1)#[N:3].[C:28](OC(=O)C)(=[O:30])[CH3:29], predict the reaction product. The product is: [C:2]([C:4]1([NH:7][C:8]([C@@H:10]2[CH2:14][C@@H:13]([S:15]([C:18]3[CH:23]=[CH:22][CH:21]=[CH:20][C:19]=3[C:24]([F:27])([F:25])[F:26])(=[O:17])=[O:16])[CH2:12][N:11]2[C:28](=[O:30])[CH3:29])=[O:9])[CH2:5][CH2:6]1)#[N:3]. (2) Given the reactants C(O[C:5](=[O:7])[CH3:6])(=O)C.[Br:8][C:9]1[CH:14]=[CH:13][C:12]([C:15]2[N:16]=[C:17]([NH:20][C:21]3[CH:26]=[CH:25][CH:24]=[C:23]([CH3:27])[N:22]=3)[S:18][CH:19]=2)=[CH:11][CH:10]=1, predict the reaction product. The product is: [Br:8][C:9]1[CH:10]=[CH:11][C:12]([C:15]2[N:16]=[C:17]([N:20]([C:21]3[CH:26]=[CH:25][CH:24]=[C:23]([CH3:27])[N:22]=3)[C:5](=[O:7])[CH3:6])[S:18][CH:19]=2)=[CH:13][CH:14]=1. (3) Given the reactants [Cl:1][C:2]1[CH:3]=[CH:4][C:5]([O:17]C)=[C:6]([C:8]2[CH:9]=[N:10][N:11]3[CH2:16][CH2:15][CH2:14][NH:13][C:12]=23)[CH:7]=1.B(Br)(Br)Br, predict the reaction product. The product is: [Cl:1][C:2]1[CH:3]=[CH:4][C:5]([OH:17])=[C:6]([C:8]2[CH:9]=[N:10][N:11]3[CH2:16][CH2:15][CH2:14][NH:13][C:12]=23)[CH:7]=1. (4) Given the reactants [S:1]([C:19]1[CH:24]=[C:23]([C:25]2[C:26]([C:30]([F:33])([F:32])[F:31])=[N:27][NH:28][CH:29]=2)[CH:22]=[CH:21][C:20]=1[C:34]#[N:35])[C:2]1C=C(C2C(C(F)(F)F)=NNC=2)C=CC=1C#N.C(S([O-])=O)O.[Na+].C(=O)([O-])[O-].[K+].[K+].[F:48][C:49]([F:53])([F:52])CI, predict the reaction product. The product is: [F:48][C:49]([F:53])([F:52])[CH2:2][S:1][C:19]1[CH:24]=[C:23]([C:25]2[C:26]([C:30]([F:32])([F:33])[F:31])=[N:27][NH:28][CH:29]=2)[CH:22]=[CH:21][C:20]=1[C:34]#[N:35].